From a dataset of NCI-60 drug combinations with 297,098 pairs across 59 cell lines. Regression. Given two drug SMILES strings and cell line genomic features, predict the synergy score measuring deviation from expected non-interaction effect. (1) Drug 1: CCC1=CC2CC(C3=C(CN(C2)C1)C4=CC=CC=C4N3)(C5=C(C=C6C(=C5)C78CCN9C7C(C=CC9)(C(C(C8N6C)(C(=O)OC)O)OC(=O)C)CC)OC)C(=O)OC.C(C(C(=O)O)O)(C(=O)O)O. Drug 2: CC1=C(C(CCC1)(C)C)C=CC(=CC=CC(=CC(=O)O)C)C. Cell line: SK-MEL-2. Synergy scores: CSS=56.0, Synergy_ZIP=-0.258, Synergy_Bliss=1.61, Synergy_Loewe=-27.9, Synergy_HSA=0.847. (2) Drug 1: CS(=O)(=O)C1=CC(=C(C=C1)C(=O)NC2=CC(=C(C=C2)Cl)C3=CC=CC=N3)Cl. Drug 2: C1C(C(OC1N2C=C(C(=O)NC2=O)F)CO)O. Cell line: IGROV1. Synergy scores: CSS=31.7, Synergy_ZIP=-1.99, Synergy_Bliss=3.01, Synergy_Loewe=-38.3, Synergy_HSA=3.39. (3) Drug 1: CC(CN1CC(=O)NC(=O)C1)N2CC(=O)NC(=O)C2. Drug 2: C1=C(C(=O)NC(=O)N1)N(CCCl)CCCl. Cell line: SNB-19. Synergy scores: CSS=34.6, Synergy_ZIP=2.80, Synergy_Bliss=3.77, Synergy_Loewe=2.75, Synergy_HSA=5.44. (4) Drug 1: CC1C(C(=O)NC(C(=O)N2CCCC2C(=O)N(CC(=O)N(C(C(=O)O1)C(C)C)C)C)C(C)C)NC(=O)C3=C4C(=C(C=C3)C)OC5=C(C(=O)C(=C(C5=N4)C(=O)NC6C(OC(=O)C(N(C(=O)CN(C(=O)C7CCCN7C(=O)C(NC6=O)C(C)C)C)C)C(C)C)C)N)C. Drug 2: C1C(C(OC1N2C=NC(=NC2=O)N)CO)O. Cell line: SF-539. Synergy scores: CSS=6.80, Synergy_ZIP=-5.30, Synergy_Bliss=-4.48, Synergy_Loewe=-23.5, Synergy_HSA=-4.94. (5) Drug 1: CC1CCC2CC(C(=CC=CC=CC(CC(C(=O)C(C(C(=CC(C(=O)CC(OC(=O)C3CCCCN3C(=O)C(=O)C1(O2)O)C(C)CC4CCC(C(C4)OC)OCCO)C)C)O)OC)C)C)C)OC. Drug 2: C1C(C(OC1N2C=NC3=C2NC=NCC3O)CO)O. Cell line: OVCAR3. Synergy scores: CSS=1.04, Synergy_ZIP=-0.354, Synergy_Bliss=-1.45, Synergy_Loewe=-6.04, Synergy_HSA=-3.74. (6) Drug 1: C1=CC(=CC=C1CC(C(=O)O)N)N(CCCl)CCCl.Cl. Drug 2: C1=NNC2=C1C(=O)NC=N2. Cell line: 786-0. Synergy scores: CSS=19.2, Synergy_ZIP=-4.89, Synergy_Bliss=-3.55, Synergy_Loewe=-17.1, Synergy_HSA=-5.27.